This data is from Full USPTO retrosynthesis dataset with 1.9M reactions from patents (1976-2016). The task is: Predict the reactants needed to synthesize the given product. (1) Given the product [CH3:1][O:2][C:3]([NH:4][C@@H:5]([CH:124]1[CH2:123][CH2:129][O:131][CH2:126][CH2:125]1)[C:6]([N:8]1[C@H:9]([C:15]2[NH:16][C:17]([C:20]3[CH:25]=[CH:24][C:23]([C:70]4[CH:71]=[CH:72][C:73]([C:78]5[NH:82][C:81]([C@@H:83]6[CH2:87][CH2:86][CH2:85][N:84]6[C:88](=[O:90])[C@@H:110]([NH:105][C:103](=[O:104])[O:102][CH3:98])[CH:109]([CH3:108])[CH3:114])=[N:80][CH:79]=5)=[CH:74][CH:75]=4)=[CH:22][CH:21]=3)=[CH:18][N:19]=2)[C@@H:10]2[CH2:138][C@H:137]1[CH2:12][CH2:11]2)=[O:7])=[O:66], predict the reactants needed to synthesize it. The reactants are: [CH3:1][O:2][C:3](=[O:66])[NH:4][CH:5](C1C=CC=CC=1)[C:6]([N:8]1[CH2:12][C:11](F)(F)[CH2:10][CH:9]1[C:15]1[NH:16][C:17]([C:20]2[CH:25]=[CH:24][C:23](C3C=CC4C(=CC=C(C5NC(C6CCCN6C(=O)C(NC(OC)=O)C6CCOCC6)=NC=5)C=4)C=3)=[CH:22][CH:21]=2)=[CH:18][N:19]=1)=[O:7].BrC1C=[C:70]2[C:75](=CC=1)[CH:74]=[C:73]([C:78]1[NH:82][C:81]([C@@H:83]3[CH2:87][CH2:86][CH2:85][N:84]3[C:88]([O:90]CC3C=CC=CC=3)=O)=[N:80][CH:79]=1)[CH:72]=[CH:71]2.[C:98]([O:102][C:103]([N:105]1[CH:110](C(O)=O)[CH:109]2[CH2:114]C1C[CH2:108]2)=[O:104])(C)(C)C.C(OC(N1[CH2:126][C:125](F)(F)[CH2:124][CH:123]1[C:129]([OH:131])=O)=O)(C)(C)C.COC(N[CH:137](C1CCOCC1)[C:138](O)=O)=O.COC(NC(C1C=CC=CC=1)C(O)=O)=O. (2) Given the product [CH:11]([O:14][C:15]([N:17]1[CH2:18][CH2:19][CH:20]([O:23][C:2]2[C:7]([CH2:8][CH3:9])=[C:6]([Cl:10])[N:5]=[CH:4][N:3]=2)[CH2:21][CH2:22]1)=[O:16])([CH3:13])[CH3:12], predict the reactants needed to synthesize it. The reactants are: Cl[C:2]1[C:7]([CH2:8][CH3:9])=[C:6]([Cl:10])[N:5]=[CH:4][N:3]=1.[CH:11]([O:14][C:15]([N:17]1[CH2:22][CH2:21][CH:20]([OH:23])[CH2:19][CH2:18]1)=[O:16])([CH3:13])[CH3:12].CC(C)([O-])C.[K+]. (3) Given the product [CH2:1]([C:8]1[O:9][C:10]2[CH:16]=[CH:15][C:14]([CH2:17][OH:18])=[CH:13][C:11]=2[N:12]=1)[C:2]1[CH:3]=[CH:4][CH:5]=[CH:6][CH:7]=1, predict the reactants needed to synthesize it. The reactants are: [CH2:1]([C:8]1[O:9][C:10]2[CH:16]=[CH:15][C:14]([C:17](OC)=[O:18])=[CH:13][C:11]=2[N:12]=1)[C:2]1[CH:7]=[CH:6][CH:5]=[CH:4][CH:3]=1.[H-].O. (4) Given the product [CH3:10][O:9][C:4]1[CH:5]=[CH:6][CH:7]=[CH:8][C:3]=1[C:1]#[C:2][C:12]1[CH:19]=[CH:18][C:17]([O:20][CH3:21])=[CH:16][C:13]=1[CH:14]=[O:15], predict the reactants needed to synthesize it. The reactants are: [C:1]([C:3]1[CH:8]=[CH:7][CH:6]=[CH:5][C:4]=1[O:9][CH3:10])#[CH:2].Br[C:12]1[CH:19]=[CH:18][C:17]([O:20][CH3:21])=[CH:16][C:13]=1[CH:14]=[O:15].C(N(CC)CC)C. (5) Given the product [N:36]1[C:35]2[NH:40][CH:41]=[CH:42][C:34]=2[C:33]([NH:32][C@@H:27]2[CH2:28][C@@H:29]([F:31])[CH2:30][N:25]([C:18](=[O:44])[CH:19]=[CH2:20])[CH2:26]2)=[N:38][CH:37]=1, predict the reactants needed to synthesize it. The reactants are: F[C@H]1CNC[C@H](NC2C3C=CNC=3N=CN=2)C1.[CH2:18]([N:25]1[CH2:30][C@H:29]([F:31])[CH2:28][C@@H:27]([NH:32][C:33]2[C:34]3[CH:42]=[CH:41][NH:40][C:35]=3[N:36]=[C:37](Cl)[N:38]=2)[CH2:26]1)[C:19]1C=CC=C[CH:20]=1.C[OH:44]. (6) Given the product [F:1][C:2]1[CH:7]=[CH:6][C:5]([C:8]2[O:9][C:10]3[CH:20]=[CH:19][C:18]([C:21]4[CH:29]=[C:25]([C:26](=[O:28])[NH:43][C:40]5([C:36]6[N:35]=[C:34]([CH3:33])[CH:39]=[CH:38][N:37]=6)[CH2:41][CH2:42]5)[C:24]([O:30][CH3:31])=[CH:23][C:22]=4[CH3:32])=[CH:17][C:11]=3[C:12]=2[C:13]([NH:14][CH3:15])=[O:16])=[CH:4][CH:3]=1, predict the reactants needed to synthesize it. The reactants are: [F:1][C:2]1[CH:7]=[CH:6][C:5]([C:8]2[O:9][C:10]3[CH:20]=[CH:19][C:18]([C:21]4[C:22]([CH3:32])=[CH:23][C:24]([O:30][CH3:31])=[C:25]([CH:29]=4)[C:26]([OH:28])=O)=[CH:17][C:11]=3[C:12]=2[C:13](=[O:16])[NH:14][CH3:15])=[CH:4][CH:3]=1.[CH3:33][C:34]1[CH:39]=[CH:38][N:37]=[C:36]([C:40]2([NH2:43])[CH2:42][CH2:41]2)[N:35]=1.C(N(CC)CC)C.